Dataset: Merck oncology drug combination screen with 23,052 pairs across 39 cell lines. Task: Regression. Given two drug SMILES strings and cell line genomic features, predict the synergy score measuring deviation from expected non-interaction effect. (1) Drug 1: O=c1[nH]cc(F)c(=O)[nH]1. Drug 2: N#Cc1ccc(Cn2cncc2CN2CCN(c3cccc(Cl)c3)C(=O)C2)cc1. Cell line: PA1. Synergy scores: synergy=14.5. (2) Drug 1: C=CCn1c(=O)c2cnc(Nc3ccc(N4CCN(C)CC4)cc3)nc2n1-c1cccc(C(C)(C)O)n1. Drug 2: CC1(c2nc3c(C(N)=O)cccc3[nH]2)CCCN1. Cell line: NCIH520. Synergy scores: synergy=4.13. (3) Drug 1: COc1cc(C2c3cc4c(cc3C(OC3OC5COC(C)OC5C(O)C3O)C3COC(=O)C23)OCO4)cc(OC)c1O. Drug 2: NC(=O)c1cccc2cn(-c3ccc(C4CCCNC4)cc3)nc12. Cell line: OVCAR3. Synergy scores: synergy=19.5. (4) Synergy scores: synergy=-17.1. Cell line: OCUBM. Drug 1: CCC1=CC2CN(C1)Cc1c([nH]c3ccccc13)C(C(=O)OC)(c1cc3c(cc1OC)N(C)C1C(O)(C(=O)OC)C(OC(C)=O)C4(CC)C=CCN5CCC31C54)C2. Drug 2: C=CCn1c(=O)c2cnc(Nc3ccc(N4CCN(C)CC4)cc3)nc2n1-c1cccc(C(C)(C)O)n1.